From a dataset of Full USPTO retrosynthesis dataset with 1.9M reactions from patents (1976-2016). Predict the reactants needed to synthesize the given product. (1) Given the product [CH2:28]([N:26]([CH3:27])[C:24]1[C:23]([C:32]([F:34])([F:33])[F:35])=[CH:22][C:17]2[NH:18][C:19](=[O:21])[CH2:20][C:14]([C:10]3[CH:11]=[CH:12][CH:13]=[C:8]([N:7]4[C:3]([CH2:2][N:44]([CH:41]([CH3:43])[CH3:42])[CH3:45])=[CH:4][N:5]=[N:6]4)[CH:9]=3)=[N:15][C:16]=2[CH:25]=1)[CH:29]([CH3:30])[CH3:31], predict the reactants needed to synthesize it. The reactants are: O[CH2:2][C:3]1[N:7]([C:8]2[CH:9]=[C:10]([C:14]3[CH2:20][C:19](=[O:21])[NH:18][C:17]4[CH:22]=[C:23]([C:32]([F:35])([F:34])[F:33])[C:24]([N:26]([CH2:28][CH:29]([CH3:31])[CH3:30])[CH3:27])=[CH:25][C:16]=4[N:15]=3)[CH:11]=[CH:12][CH:13]=2)[N:6]=[N:5][CH:4]=1.S(Cl)(Cl)=O.[Cl-].[CH:41]([NH:44][CH3:45])([CH3:43])[CH3:42]. (2) Given the product [Br:1][C:2]1[CH:3]=[CH:4][C:5]([Cl:11])=[C:6]([CH:10]=1)[C:7]([O:9][C:24]([CH3:27])([CH3:26])[CH3:25])=[O:8], predict the reactants needed to synthesize it. The reactants are: [Br:1][C:2]1[CH:3]=[CH:4][C:5]([Cl:11])=[C:6]([CH:10]=1)[C:7]([OH:9])=[O:8].C(N1C=CN=C1)(N1C=CN=C1)=O.[C:24](O)([CH3:27])([CH3:26])[CH3:25].N12CCCN=C1CCCCC2.